Dataset: Forward reaction prediction with 1.9M reactions from USPTO patents (1976-2016). Task: Predict the product of the given reaction. Given the reactants Br[C:2]1[S:10][C:9]2[C:8](=[O:11])[N:7]([CH:12]3[CH2:17][CH2:16][N:15]([C:18]([O:20][C:21]([CH3:24])([CH3:23])[CH3:22])=[O:19])[CH2:14][CH2:13]3)[C:6](=[O:25])[N:5]([CH2:26][C:27]3[O:31][N:30]=[C:29]([CH2:32][CH3:33])[N:28]=3)[C:4]=2[CH:3]=1.[O:34]1[C:38]2[CH:39]=[CH:40][C:41](B(O)O)=[CH:42][C:37]=2[O:36][CH2:35]1.C(=O)([O-])[O-].[Cs+].[Cs+], predict the reaction product. The product is: [O:34]1[C:38]2[CH:39]=[CH:40][C:41]([C:2]3[S:10][C:9]4[C:8](=[O:11])[N:7]([CH:12]5[CH2:13][CH2:14][N:15]([C:18]([O:20][C:21]([CH3:24])([CH3:22])[CH3:23])=[O:19])[CH2:16][CH2:17]5)[C:6](=[O:25])[N:5]([CH2:26][C:27]5[O:31][N:30]=[C:29]([CH2:32][CH3:33])[N:28]=5)[C:4]=4[CH:3]=3)=[CH:42][C:37]=2[O:36][CH2:35]1.